Dataset: Catalyst prediction with 721,799 reactions and 888 catalyst types from USPTO. Task: Predict which catalyst facilitates the given reaction. (1) Reactant: Br.[Cl:2][C:3]1[CH:8]=[CH:7][C:6]([OH:9])=[C:5]([CH:10]2[CH2:15][CH2:14][NH:13][CH2:12][CH2:11]2)[CH:4]=1.C(N(C(C)C)C(C)C)C.[C:25](O[C:25]([O:27][C:28]([CH3:31])([CH3:30])[CH3:29])=[O:26])([O:27][C:28]([CH3:31])([CH3:30])[CH3:29])=[O:26].O. Product: [Cl:2][C:3]1[CH:8]=[CH:7][C:6]([OH:9])=[C:5]([CH:10]2[CH2:11][CH2:12][N:13]([C:25]([O:27][C:28]([CH3:31])([CH3:30])[CH3:29])=[O:26])[CH2:14][CH2:15]2)[CH:4]=1. The catalyst class is: 4. (2) Reactant: [CH3:1][O:2][C:3]1[C:12]([O:13][CH3:14])=[C:11]([O:15][CH3:16])[CH:10]=[C:9]2[C:4]=1[C:5](=[O:26])[CH:6]=C(C1C=CC([N+]([O-])=O)=CC=1)[O:8]2.B(Br)(Br)Br. Product: [OH:8][C:9]1[C:4]([C:5](=[O:26])[CH3:6])=[C:3]([O:2][CH3:1])[C:12]([O:13][CH3:14])=[C:11]([O:15][CH3:16])[CH:10]=1. The catalyst class is: 2.